This data is from Reaction yield outcomes from USPTO patents with 853,638 reactions. The task is: Predict the reaction yield, written as a fraction of the theoretical maximum amount of product (1.0 means a 100% yield; for example, 0.34 means a 34% yield). (1) The reactants are Cl[C:2]1[N:7]=[C:6]([C:8]([NH:10][C:11]2[C:12]([CH3:22])=[C:13]([CH:18]=[CH:19][C:20]=2[CH3:21])[C:14]([O:16][CH3:17])=[O:15])=[O:9])[C:5]([CH3:23])=[CH:4][CH:3]=1.[CH3:24][C:25]1([OH:31])[CH2:30][CH2:29][NH:28][CH2:27][CH2:26]1.C([O-])([O-])=O.[Cs+].[Cs+].C1(P(C2C=CC=CC=2)C2C=CC3C(=CC=CC=3)C=2C2C3C(=CC=CC=3)C=CC=2P(C2C=CC=CC=2)C2C=CC=CC=2)C=CC=CC=1. The catalyst is O1CCOCC1.CC([O-])=O.CC([O-])=O.[Pd+2]. The product is [OH:31][C:25]1([CH3:24])[CH2:30][CH2:29][N:28]([C:2]2[N:7]=[C:6]([C:8]([NH:10][C:11]3[C:12]([CH3:22])=[C:13]([CH:18]=[CH:19][C:20]=3[CH3:21])[C:14]([O:16][CH3:17])=[O:15])=[O:9])[C:5]([CH3:23])=[CH:4][CH:3]=2)[CH2:27][CH2:26]1. The yield is 0.690. (2) The reactants are [Br:1][CH2:2][C:3]1[CH:8]=[CH:7][C:6]([S:9](Cl)(=[O:11])=[O:10])=[CH:5][CH:4]=1.C(=O)([O-])[O-].[K+].[K+].[CH3:19][NH2:20]. The catalyst is C1COCC1. The product is [Br:1][CH2:2][C:3]1[CH:8]=[CH:7][C:6]([S:9]([NH:20][CH3:19])(=[O:11])=[O:10])=[CH:5][CH:4]=1. The yield is 0.710.